Dataset: Forward reaction prediction with 1.9M reactions from USPTO patents (1976-2016). Task: Predict the product of the given reaction. (1) Given the reactants O[CH2:2][C:3]([C:5]1[CH:10]=[CH:9][CH:8]=[CH:7][CH:6]=1)=[O:4].[CH3:11][C:12]1ON=C(C=O)[CH:13]=1.[CH2:19]1[CH2:23]O[CH2:21][CH2:20]1, predict the reaction product. The product is: [C:19]1([CH:23]=[CH:2][C:3]([C:5]2[CH:10]=[CH:9][CH:8]=[CH:7][CH:6]=2)=[O:4])[CH:13]=[CH:12][CH:11]=[CH:21][CH:20]=1. (2) Given the reactants [Cl:1][C:2]1[CH:11]=[C:10]2[C:5]([CH2:6][CH2:7][N:8]([S:12]([CH2:15][CH:16](O)[CH2:17][CH2:18][C:19]3[CH:20]=[N:21][CH:22]=[CH:23][CH:24]=3)(=[O:14])=[O:13])[CH2:9]2)=[CH:4][CH:3]=1.CCN(CC)CC.CS(Cl)(=O)=O, predict the reaction product. The product is: [Cl:1][C:2]1[CH:11]=[C:10]2[C:5]([CH2:6][CH2:7][N:8]([S:12]([CH:15]=[CH:16][CH2:17][CH2:18][C:19]3[CH:20]=[N:21][CH:22]=[CH:23][CH:24]=3)(=[O:14])=[O:13])[CH2:9]2)=[CH:4][CH:3]=1. (3) Given the reactants Cl[CH2:2][CH2:3][CH2:4][S:5](Cl)(=[O:7])=[O:6].[NH2:9][C:10]1[C:19]2[N:20]=[C:21]([CH2:33][NH2:34])[N:22]([CH2:23][CH2:24][NH:25][C:26](=[O:32])[O:27][C:28]([CH3:31])([CH3:30])[CH3:29])[C:18]=2[C:17]2[CH:16]=[CH:15][CH:14]=[CH:13][C:12]=2[N:11]=1.C1CCN2C(=NCCC2)CC1, predict the reaction product. The product is: [NH2:9][C:10]1[C:19]2[N:20]=[C:21]([CH2:33][N:34]3[CH2:2][CH2:3][CH2:4][S:5]3(=[O:7])=[O:6])[N:22]([CH2:23][CH2:24][NH:25][C:26](=[O:32])[O:27][C:28]([CH3:29])([CH3:31])[CH3:30])[C:18]=2[C:17]2[CH:16]=[CH:15][CH:14]=[CH:13][C:12]=2[N:11]=1. (4) The product is: [Br:4][C:8]1[CH:13]=[CH:12][N:11]([OH:14])[CH2:10][C:9]=1[CH3:15]. Given the reactants C([Br:4])(=O)C.[N+]([C:8]1[CH:13]=[CH:12][N:11]([OH:14])[CH2:10][C:9]=1[CH3:15])([O-])=O, predict the reaction product.